This data is from Peptide-MHC class II binding affinity with 134,281 pairs from IEDB. The task is: Regression. Given a peptide amino acid sequence and an MHC pseudo amino acid sequence, predict their binding affinity value. This is MHC class II binding data. The peptide sequence is DELVGGPPVEASAAA. The MHC is DRB1_0405 with pseudo-sequence DRB1_0405. The binding affinity (normalized) is 0.